This data is from Forward reaction prediction with 1.9M reactions from USPTO patents (1976-2016). The task is: Predict the product of the given reaction. (1) Given the reactants Br[C:2]1[CH:11]=[C:10]2[C:5]([CH:6]=[CH:7][C:8](=[O:20])[N:9]2[C:12]2[C:17]([Cl:18])=[CH:16][CH:15]=[CH:14][C:13]=2[Cl:19])=[C:4]([C:21]2[CH:26]=[CH:25][CH:24]=[CH:23][C:22]=2[Cl:27])[N:3]=1.C[Sn](C)(C)[C:30]1[CH2:31][CH2:32][N:33]([C:36]([O:38][C:39]([CH3:42])([CH3:41])[CH3:40])=[O:37])[CH2:34][CH:35]=1, predict the reaction product. The product is: [Cl:27][C:22]1[CH:23]=[CH:24][CH:25]=[CH:26][C:21]=1[C:4]1[N:3]=[C:2]([C:30]2[CH2:35][CH2:34][N:33]([C:36]([O:38][C:39]([CH3:42])([CH3:41])[CH3:40])=[O:37])[CH2:32][CH:31]=2)[CH:11]=[C:10]2[C:5]=1[CH:6]=[CH:7][C:8](=[O:20])[N:9]2[C:12]1[C:17]([Cl:18])=[CH:16][CH:15]=[CH:14][C:13]=1[Cl:19]. (2) The product is: [O:36]=[C:32]1[CH:31]=[C:30]([CH2:22][CH2:23][C:24]2[CH:25]=[CH:26][CH:27]=[CH:28][CH:29]=2)[CH:35]=[CH:34][N:33]1[C:2]1[CH:7]=[CH:6][C:5]2[C:8]3[CH2:9][N:10]([C:15]([O:17][C:18]([CH3:21])([CH3:20])[CH3:19])=[O:16])[CH2:11][CH2:12][C:13]=3[O:14][C:4]=2[CH:3]=1. Given the reactants Br[C:2]1[CH:7]=[CH:6][C:5]2[C:8]3[CH2:9][N:10]([C:15]([O:17][C:18]([CH3:21])([CH3:20])[CH3:19])=[O:16])[CH2:11][CH2:12][C:13]=3[O:14][C:4]=2[CH:3]=1.[CH2:22]([C:30]1[CH:35]=[CH:34][NH:33][C:32](=[O:36])[CH:31]=1)[CH2:23][C:24]1[CH:29]=[CH:28][CH:27]=[CH:26][CH:25]=1, predict the reaction product.